From a dataset of Full USPTO retrosynthesis dataset with 1.9M reactions from patents (1976-2016). Predict the reactants needed to synthesize the given product. (1) Given the product [I:1][C:2]1[CH:3]=[C:4]([CH:8]([O:18][CH:19]2[CH2:24][CH2:23][N:22]([CH3:25])[CH2:21][CH2:20]2)[C:9]2[N:13]([CH3:29])[C:12]3[CH:14]=[CH:15][CH:16]=[CH:17][C:11]=3[N:10]=2)[CH:5]=[CH:6][CH:7]=1, predict the reactants needed to synthesize it. The reactants are: [I:1][C:2]1[CH:3]=[C:4]([CH:8]([O:18][CH:19]2[CH2:24][CH2:23][N:22]([CH3:25])[CH2:21][CH2:20]2)[C:9]2[NH:13][C:12]3[CH:14]=[CH:15][CH:16]=[CH:17][C:11]=3[N:10]=2)[CH:5]=[CH:6][CH:7]=1.[H-].[Na+].I[CH3:29]. (2) Given the product [CH3:2][O:3][C:4]1[CH:5]=[C:6]([C:12]2[C@@H:21]3[C@@H:16]([CH2:17][CH2:18][CH2:19][CH2:20]3)[C:15](=[O:22])[N:14]([CH:23]3[CH2:24][CH2:25][N:26]([C:45](=[O:46])[C@@H:37]([NH:36][C:34](=[O:35])[O:33][C:29]([CH3:30])([CH3:31])[CH3:32])[CH2:38][C:39]4[CH:44]=[CH:43][CH:42]=[CH:41][CH:40]=4)[CH2:27][CH2:28]3)[N:13]=2)[CH:7]=[CH:8][C:9]=1[O:10][CH3:11], predict the reactants needed to synthesize it. The reactants are: Cl.[CH3:2][O:3][C:4]1[CH:5]=[C:6]([C:12]2[C@@H:21]3[C@@H:16]([CH2:17][CH2:18][CH2:19][CH2:20]3)[C:15](=[O:22])[N:14]([CH:23]3[CH2:28][CH2:27][NH:26][CH2:25][CH2:24]3)[N:13]=2)[CH:7]=[CH:8][C:9]=1[O:10][CH3:11].[C:29]([O:33][C:34]([NH:36][C@H:37]([C:45](O)=[O:46])[CH2:38][C:39]1[CH:44]=[CH:43][CH:42]=[CH:41][CH:40]=1)=[O:35])([CH3:32])([CH3:31])[CH3:30].CN(C(ON1N=NC2C=CC=CC1=2)=[N+](C)C)C.F[P-](F)(F)(F)(F)F.CCN(C(C)C)C(C)C. (3) The reactants are: [NH2:1][C:2]1[S:6][N:5]=[C:4]([CH3:7])[C:3]=1[C:8]([NH:10][C:11]1[CH:12]=[N:13][C:14]([O:17][CH3:18])=[CH:15][CH:16]=1)=[O:9].Cl[C:20]1[CH:29]=[N:28][C:27]2[C:22](=[CH:23][CH:24]=[C:25]([C:30]([F:33])([F:32])[F:31])[CH:26]=2)[N:21]=1.C(=O)([O-])[O-].[Cs+].[Cs+].CC1(C)C2C(=C(P(C3C=CC=CC=3)C3C=CC=CC=3)C=CC=2)OC2C(P(C3C=CC=CC=3)C3C=CC=CC=3)=CC=CC1=2. Given the product [CH3:18][O:17][C:14]1[N:13]=[CH:12][C:11]([NH:10][C:8]([C:3]2[C:4]([CH3:7])=[N:5][S:6][C:2]=2[NH:1][C:20]2[CH:29]=[N:28][C:27]3[C:22](=[CH:23][CH:24]=[C:25]([C:30]([F:31])([F:32])[F:33])[CH:26]=3)[N:21]=2)=[O:9])=[CH:16][CH:15]=1, predict the reactants needed to synthesize it.